Dataset: Full USPTO retrosynthesis dataset with 1.9M reactions from patents (1976-2016). Task: Predict the reactants needed to synthesize the given product. (1) Given the product [NH2:26][C:25]1[CH:24]=[C:23]([C:2]2[CH:10]=[CH:9][C:8]([C:11]([NH2:13])=[O:12])=[C:7]3[C:3]=2[CH:4]=[C:5]([CH3:14])[NH:6]3)[CH:29]=[CH:28][CH:27]=1, predict the reactants needed to synthesize it. The reactants are: Br[C:2]1[CH:10]=[CH:9][C:8]([C:11]([NH2:13])=[O:12])=[C:7]2[C:3]=1[CH:4]=[C:5]([CH3:14])[NH:6]2.CC1(C)C(C)(C)OB([C:23]2[CH:24]=[C:25]([CH:27]=[CH:28][CH:29]=2)[NH2:26])O1.C([O-])([O-])=O.[Na+].[Na+]. (2) Given the product [F:28][C:23]1[CH:22]=[C:21]([CH:14]2[CH:15]([CH3:20])[O:16][CH2:17][C:18](=[O:19])[N:13]2[C:11]([OH:12])=[O:10])[CH:26]=[CH:25][C:24]=1[F:27], predict the reactants needed to synthesize it. The reactants are: [N+](C1C=CC([O:10][C:11]([N:13]2[C:18](=[O:19])[CH2:17][O:16][CH:15]([CH3:20])[CH:14]2[C:21]2[CH:26]=[CH:25][C:24]([F:27])=[C:23]([F:28])[CH:22]=2)=[O:12])=CC=1)([O-])=O.CO. (3) Given the product [OH:23][CH2:22][CH2:21][CH2:20][CH2:19][CH2:18][CH2:17][CH2:16][CH2:15][O:1][C:2]1[CH:3]=[CH:4][C:5]([C:8]2[CH:13]=[CH:12][CH:11]=[CH:10][CH:9]=2)=[CH:6][CH:7]=1, predict the reactants needed to synthesize it. The reactants are: [OH:1][C:2]1[CH:7]=[CH:6][C:5]([C:8]2[CH:13]=[CH:12][CH:11]=[CH:10][CH:9]=2)=[CH:4][CH:3]=1.Br[CH2:15][CH2:16][CH2:17][CH2:18][CH2:19][CH2:20][CH2:21][CH2:22][OH:23].C(=O)([O-])[O-].[K+].[K+].O. (4) Given the product [CH3:39][C:37]1[CH:38]=[C:33]([CH3:32])[N:34]=[C:35]([C:40]2([NH:43][C:25]([C:24]3[CH:28]=[CH:29][C:30]([CH3:31])=[C:22]([C:3]4[CH:4]=[CH:5][C:6]5[O:10][C:9]([C:11]6[CH:12]=[CH:13][C:14]([F:17])=[CH:15][CH:16]=6)=[C:8]([C:18]([NH:19][CH3:20])=[O:21])[C:7]=5[C:2]=4[F:1])[CH:23]=3)=[O:27])[CH2:41][CH2:42]2)[N:36]=1, predict the reactants needed to synthesize it. The reactants are: [F:1][C:2]1[C:7]2[C:8]([C:18](=[O:21])[NH:19][CH3:20])=[C:9]([C:11]3[CH:16]=[CH:15][C:14]([F:17])=[CH:13][CH:12]=3)[O:10][C:6]=2[CH:5]=[CH:4][C:3]=1[C:22]1[CH:23]=[C:24]([CH:28]=[CH:29][C:30]=1[CH3:31])[C:25]([OH:27])=O.[CH3:32][C:33]1[CH:38]=[C:37]([CH3:39])[N:36]=[C:35]([C:40]2([NH2:43])[CH2:42][CH2:41]2)[N:34]=1.F[P-](F)(F)(F)(F)F.N1(O[P+](N(C)C)(N(C)C)N(C)C)C2C=CC=CC=2N=N1.C(N(CC)CC)C.